Dataset: Peptide-MHC class II binding affinity with 134,281 pairs from IEDB. Task: Regression. Given a peptide amino acid sequence and an MHC pseudo amino acid sequence, predict their binding affinity value. This is MHC class II binding data. (1) The binding affinity (normalized) is 0.291. The peptide sequence is GFLNEDHWASRENSG. The MHC is HLA-DQA10201-DQB10301 with pseudo-sequence HLA-DQA10201-DQB10301. (2) The peptide sequence is WKKYFAATQFEPLAA. The MHC is HLA-DQA10501-DQB10201 with pseudo-sequence HLA-DQA10501-DQB10201. The binding affinity (normalized) is 0.417. (3) The binding affinity (normalized) is 0.387. The MHC is H-2-IAb with pseudo-sequence H-2-IAb. The peptide sequence is LMDVVYSIALHPIDE. (4) The peptide sequence is INEPTAAAIAYGLER. The MHC is HLA-DQA10501-DQB10301 with pseudo-sequence HLA-DQA10501-DQB10301. The binding affinity (normalized) is 0.683. (5) The peptide sequence is EKKYFAATQFEPLVA. The MHC is HLA-DPA10103-DPB10601 with pseudo-sequence HLA-DPA10103-DPB10601. The binding affinity (normalized) is 1.00. (6) The peptide sequence is AAGTAAQAAVVRFQE. The MHC is DRB4_0101 with pseudo-sequence DRB4_0103. The binding affinity (normalized) is 0.424. (7) The peptide sequence is KQDLELSWNLNGLQAY. The MHC is HLA-DQA10301-DQB10302 with pseudo-sequence HLA-DQA10301-DQB10302. The binding affinity (normalized) is 0.319.